This data is from Full USPTO retrosynthesis dataset with 1.9M reactions from patents (1976-2016). The task is: Predict the reactants needed to synthesize the given product. (1) Given the product [ClH:2].[CH3:29][N:11]1[C:12]([C:14]([NH:16][C:17]2[CH:22]=[CH:21][C:20]([C@H:23]3[O:28][CH2:27][CH2:26][NH:25][CH2:24]3)=[CH:19][CH:18]=2)=[O:15])=[CH:13][C:9]([C:6]2[CH:7]=[CH:8][CH:3]=[CH:4][CH:5]=2)=[N:10]1, predict the reactants needed to synthesize it. The reactants are: Cl.[Cl:2][C:3]1[CH:8]=[CH:7][C:6]([C:9]2[CH:13]=[C:12]([C:14]([NH:16][C:17]3[CH:22]=[CH:21][C:20]([C@H:23]4[O:28][CH2:27][CH2:26][NH:25][CH2:24]4)=[CH:19][CH:18]=3)=[O:15])[NH:11][N:10]=2)=[CH:5][CH:4]=1.[CH3:29]N1C(C(O)=O)=CC(C2C=CC=CC=2)=N1. (2) The reactants are: [CH2:1]=[CH:2][CH2:3][CH2:4][CH2:5][CH2:6][CH2:7][CH2:8][CH2:9][CH2:10][CH2:11]C.[CH:13]([OH:15])=O.[OH:16]O. Given the product [CH2:13]([OH:15])[CH:11]([OH:16])[CH2:10][CH2:9][CH2:8][CH2:7][CH2:6][CH2:5][CH2:4][CH2:3][CH2:2][CH3:1], predict the reactants needed to synthesize it. (3) Given the product [Cl:1][C:2]1[CH:7]=[CH:6][C:5]([Cl:8])=[CH:4][C:3]=1[C:9](=[O:22])[C:10]([N:11]1[C:19](=[O:20])[C:18]2[C:13](=[CH:14][CH:15]=[CH:16][CH:17]=2)[C:12]1=[O:21])=[CH:10][N:11]([CH3:19])[CH3:12], predict the reactants needed to synthesize it. The reactants are: [Cl:1][C:2]1[CH:7]=[CH:6][C:5]([Cl:8])=[CH:4][C:3]=1[C:9](=[O:22])[CH2:10][N:11]1[C:19](=[O:20])[C:18]2[C:13](=[CH:14][CH:15]=[CH:16][CH:17]=2)[C:12]1=[O:21]. (4) The reactants are: [NH2:1][C:2]1[CH:9]=[CH:8][C:5]([CH2:6][NH2:7])=[CH:4][CH:3]=1.C(N(CC)CC)C.[C:17]([O:21][C:22](O[C:22]([O:21][C:17]([CH3:20])([CH3:19])[CH3:18])=[O:23])=[O:23])([CH3:20])([CH3:19])[CH3:18]. Given the product [C:17]([O:21][C:22]([NH:7][CH2:6][C:5]1[CH:8]=[CH:9][C:2]([NH2:1])=[CH:3][CH:4]=1)=[O:23])([CH3:20])([CH3:19])[CH3:18], predict the reactants needed to synthesize it.